From a dataset of Forward reaction prediction with 1.9M reactions from USPTO patents (1976-2016). Predict the product of the given reaction. Given the reactants [Cl:1][C:2]1[CH:7]=[C:6]([F:8])[CH:5]=[CH:4][C:3]=1[N:9]1[CH2:14][CH2:13][N:12](C(C2C=CC=C(Cl)C=2Cl)=O)[CH2:11][C:10]1=[O:25].[F:26][C:27]1[C:35]([C:36]([F:39])([F:38])[F:37])=[CH:34][CH:33]=[CH:32][C:28]=1[C:29](Cl)=[O:30], predict the reaction product. The product is: [Cl:1][C:2]1[CH:7]=[C:6]([F:8])[CH:5]=[CH:4][C:3]=1[N:9]1[CH2:14][CH2:13][N:12]([C:29]([C:28]2[CH:32]=[CH:33][CH:34]=[C:35]([C:36]([F:39])([F:38])[F:37])[C:27]=2[F:26])=[O:30])[CH2:11][C:10]1=[O:25].